From a dataset of Reaction yield outcomes from USPTO patents with 853,638 reactions. Predict the reaction yield, written as a fraction of the theoretical maximum amount of product (1.0 means a 100% yield; for example, 0.34 means a 34% yield). (1) The reactants are [NH2:1][C@@H:2]1[CH2:7][CH2:6][CH2:5][N:4]([C:8]2[C:13]([F:14])=[CH:12][CH:11]=[CH:10][C:9]=2[NH:15][C:16]([C:18]2[NH:19][CH:20]=[C:21]([Br:23])[N:22]=2)=[O:17])[CH2:3]1.C[Si]([N:28]=[C:29]=[O:30])(C)C.C(N(CC)CC)C.CO. The catalyst is O1CCCC1. The product is [NH2:28][C:29]([NH:1][C@@H:2]1[CH2:7][CH2:6][CH2:5][N:4]([C:8]2[C:13]([F:14])=[CH:12][CH:11]=[CH:10][C:9]=2[NH:15][C:16]([C:18]2[NH:19][CH:20]=[C:21]([Br:23])[N:22]=2)=[O:17])[CH2:3]1)=[O:30]. The yield is 0.640. (2) The reactants are [OH:1][C:2]1[CH:6]=[C:5]([C:7]([F:10])([F:9])[F:8])[S:4][C:3]=1[C:11]([O:13]C)=[O:12].CO.[OH-].[Na+]. The catalyst is O. The product is [OH:1][C:2]1[CH:6]=[C:5]([C:7]([F:10])([F:8])[F:9])[S:4][C:3]=1[C:11]([OH:13])=[O:12]. The yield is 0.650.